Predict the reactants needed to synthesize the given product. From a dataset of Full USPTO retrosynthesis dataset with 1.9M reactions from patents (1976-2016). (1) Given the product [Cl:1][C:2]1[CH:3]=[C:4]2[C:8](=[CH:9][CH:10]=1)[NH:7][CH:6]=[C:5]2[S:11][C:12]1[CH:17]=[CH:16][CH:15]=[CH:14][CH:13]=1.[Cl:1][C:30]1[CH:31]=[C:32]2[C:27](=[CH:28][CH:29]=1)[NH:26][C:25]([S:24][C:18]1[CH:23]=[CH:22][CH:21]=[CH:20][CH:19]=1)=[CH:33]2, predict the reactants needed to synthesize it. The reactants are: [Cl:1][C:2]1[CH:3]=[C:4]2[C:8](=[CH:9][CH:10]=1)[NH:7][CH:6]=[C:5]2[S:11][C:12]1[CH:17]=[CH:16][CH:15]=[CH:14][CH:13]=1.[C:18]1([S:24][C:25]2[NH:26][C:27]3[C:32]([CH:33]=2)=[CH:31][CH:30]=[CH:29][CH:28]=3)[CH:23]=[CH:22][CH:21]=[CH:20][CH:19]=1. (2) Given the product [O:38]1[CH2:30][CH2:29][CH2:28][CH2:27][CH:26]1[C:6]1([S:8][C@H:9]([CH2:20][O:21][C:22](=[O:24])[CH3:23])[C@@H:10]([O:16][C:17](=[O:19])[CH3:18])[C@H:11]([O:12][C:13](=[O:15])[CH3:14])[C@H:5]1[O:4][C:1](=[O:3])[CH3:2])[OH:7], predict the reactants needed to synthesize it. The reactants are: [C:1]([O:4][C@@H:5]1[C@@H:11]([O:12][C:13](=[O:15])[CH3:14])[C@H:10]([O:16][C:17](=[O:19])[CH3:18])[C@@H:9]([CH2:20][O:21][C:22](=[O:24])[CH3:23])[S:8][CH:6]1[OH:7])(=[O:3])[CH3:2].O.[C:26]1(C)C=[CH:30][C:29](S(O)(=O)=O)=[CH:28][CH:27]=1.C(=O)(O)[O-:38].[Na+]. (3) Given the product [Cl:1][C:2]1[N:7]=[C:6]([CH2:8][N:20]2[CH2:25][CH2:24][O:23][CH2:22][CH2:21]2)[C:5]([C:10]([O:12][CH3:13])=[O:11])=[CH:4][CH:3]=1, predict the reactants needed to synthesize it. The reactants are: [Cl:1][C:2]1[N:7]=[C:6]([CH2:8]Cl)[C:5]([C:10]([O:12][CH3:13])=[O:11])=[CH:4][CH:3]=1.C(=O)([O-])[O-].[K+].[K+].[NH:20]1[CH2:25][CH2:24][O:23][CH2:22][CH2:21]1.O. (4) The reactants are: [Cl:1][C:2]1[CH:7]=[CH:6][C:5]([C:8]2[N:12]([CH:13]([CH:17]3[CH2:22][CH2:21][CH2:20][CH2:19][CH2:18]3)[C:14](O)=[O:15])[C:11]3[CH:23]=[C:24]([F:28])[C:25]([F:27])=[CH:26][C:10]=3[N:9]=2)=[CH:4][CH:3]=1.[NH2:29][C:30]1[CH:40]=[CH:39][C:33]([C:34]([O:36][CH2:37][CH3:38])=[O:35])=[CH:32][CH:31]=1. Given the product [CH2:37]([O:36][C:34](=[O:35])[C:33]1[CH:39]=[CH:40][C:30]([NH:29][C:14](=[O:15])[CH:13]([N:12]2[C:11]3[CH:23]=[C:24]([F:28])[C:25]([F:27])=[CH:26][C:10]=3[N:9]=[C:8]2[C:5]2[CH:4]=[CH:3][C:2]([Cl:1])=[CH:7][CH:6]=2)[CH:17]2[CH2:22][CH2:21][CH2:20][CH2:19][CH2:18]2)=[CH:31][CH:32]=1)[CH3:38], predict the reactants needed to synthesize it. (5) Given the product [CH:13]1([C:11]2[S:12][C:5]3=[N:4][C:3]([CH2:2][O:36][C:33]4[CH:34]=[CH:35][C:30]([F:29])=[CH:31][CH:32]=4)=[CH:8][C:7](=[O:9])[N:6]3[C:10]=2[C:16]([NH:18][CH2:19][CH3:20])=[O:17])[CH2:15][CH2:14]1, predict the reactants needed to synthesize it. The reactants are: Cl[CH2:2][C:3]1[N:4]=[C:5]2[S:12][C:11]([CH:13]3[CH2:15][CH2:14]3)=[C:10]([C:16]([NH:18][CH2:19][CH3:20])=[O:17])[N:6]2[C:7](=[O:9])[CH:8]=1.[I-].[K+].C(=O)([O-])[O-].[K+].[K+].[F:29][C:30]1[CH:35]=[CH:34][C:33]([OH:36])=[CH:32][CH:31]=1. (6) Given the product [O:11]1[CH2:12][CH2:13][CH2:14][CH:10]1[C:5]1[CH:6]=[CH:7][CH:8]=[CH:9][C:4]=1[NH2:1], predict the reactants needed to synthesize it. The reactants are: [N+:1]([C:4]1[CH:9]=[CH:8][CH:7]=[CH:6][C:5]=1[CH:10]1[CH:14]=[CH:13][CH2:12][O:11]1)([O-])=O.[N+](C1C=CC=CC=1C1CC=CO1)([O-])=O. (7) Given the product [Cl:9][C:10]1[CH:17]=[CH:16][C:13]([CH2:14][NH:15][C:2]2[CH:7]=[CH:6][CH:5]=[C:4]([F:8])[N:3]=2)=[CH:12][CH:11]=1, predict the reactants needed to synthesize it. The reactants are: F[C:2]1[CH:7]=[CH:6][CH:5]=[C:4]([F:8])[N:3]=1.[Cl:9][C:10]1[CH:17]=[CH:16][C:13]([CH2:14][NH2:15])=[CH:12][CH:11]=1.C(N(CC)C(C)C)(C)C.